This data is from Forward reaction prediction with 1.9M reactions from USPTO patents (1976-2016). The task is: Predict the product of the given reaction. (1) Given the reactants [CH3:1][C:2]([N:10]1[CH2:15][CH2:14][CH:13]([NH:16][CH2:17][C:18]2[CH:23]=[CH:22][C:21]([C:24]3[CH:29]=[CH:28][C:27]([C:30]([F:33])([F:32])[F:31])=[CH:26][CH:25]=3)=[CH:20][CH:19]=2)[CH2:12][CH2:11]1)([CH3:9])[C:3]([O:5][CH:6]([CH3:8])[CH3:7])=[O:4].[F:34][C:35]1[C:40]([F:41])=[CH:39][CH:38]=[CH:37][C:36]=1[CH2:42][CH2:43][C:44]1[N:49]([CH2:50][C:51](O)=[O:52])[C:48]2[N:54]=[CH:55][CH:56]=[CH:57][C:47]=2[C:46](=[O:58])[N:45]=1.CN(C(ON1N=NC2C=CC=NC1=2)=[N+](C)C)C.F[P-](F)(F)(F)(F)F.CCN(C(C)C)C(C)C, predict the reaction product. The product is: [F:34][C:35]1[C:40]([F:41])=[CH:39][CH:38]=[CH:37][C:36]=1[CH2:42][CH2:43][C:44]1[N:49]([CH2:50][C:51]([N:16]([CH2:17][C:18]2[CH:23]=[CH:22][C:21]([C:24]3[CH:29]=[CH:28][C:27]([C:30]([F:32])([F:31])[F:33])=[CH:26][CH:25]=3)=[CH:20][CH:19]=2)[CH:13]2[CH2:14][CH2:15][N:10]([C:2]([CH3:1])([CH3:9])[C:3]([O:5][CH:6]([CH3:8])[CH3:7])=[O:4])[CH2:11][CH2:12]2)=[O:52])[C:48]2[N:54]=[CH:55][CH:56]=[CH:57][C:47]=2[C:46](=[O:58])[N:45]=1. (2) Given the reactants [NH:1]([C:6]([O:8][C:9]([CH3:12])([CH3:11])[CH3:10])=[O:7])[CH2:2][C:3]([OH:5])=O.CC1C=CC(S(O)(=O)=O)=CC=1.[CH:24]1[CH:29]=[CH:28][C:27]([CH2:30][O:31][C:32]([CH2:34][NH2:35])=[O:33])=[CH:26][CH:25]=1.C1C=CC2N(O)N=NC=2C=1.CCN=C=NCCCN(C)C.Cl.CN1CCOCC1, predict the reaction product. The product is: [NH:1]([C:6]([O:8][C:9]([CH3:12])([CH3:11])[CH3:10])=[O:7])[CH2:2][C:3]([NH:35][CH2:34][C:32]([O:31][CH2:30][C:27]1[CH:28]=[CH:29][CH:24]=[CH:25][CH:26]=1)=[O:33])=[O:5]. (3) Given the reactants [Cl:1][C:2]1[CH:3]=[CH:4][C:5]([S:9][CH2:10][C:11]2[CH:16]=[CH:15][C:14]([N+:17]([O-:19])=[O:18])=[CH:13][CH:12]=2)=[C:6]([CH:8]=1)[NH2:7].[O:20]1[C:24]2[CH:25]=[CH:26][CH:27]=[CH:28][C:23]=2[CH:22]=[C:21]1[S:29](Cl)(=[O:31])=[O:30], predict the reaction product. The product is: [Cl:1][C:2]1[CH:3]=[CH:4][C:5]([S:9][CH2:10][C:11]2[CH:16]=[CH:15][C:14]([N+:17]([O-:19])=[O:18])=[CH:13][CH:12]=2)=[C:6]([NH:7][S:29]([C:21]2[O:20][C:24]3[CH:25]=[CH:26][CH:27]=[CH:28][C:23]=3[CH:22]=2)(=[O:30])=[O:31])[CH:8]=1. (4) Given the reactants [C:1](Cl)(=[O:5])[C:2](Cl)=[O:3].[N+:7]([C:10]1[CH:18]=[C:17]2[C:13]([CH:14]=[CH:15][NH:16]2)=[CH:12][CH:11]=1)([O-:9])=[O:8].[NH:19]1[CH2:23][CH2:22][CH2:21][CH2:20]1, predict the reaction product. The product is: [N+:7]([C:10]1[CH:18]=[C:17]2[C:13]([C:14]([C:1](=[O:5])[C:2]([N:19]3[CH2:23][CH2:22][CH2:21][CH2:20]3)=[O:3])=[CH:15][NH:16]2)=[CH:12][CH:11]=1)([O-:9])=[O:8]. (5) Given the reactants C(P(CCCC)CCCC)CCC.[CH3:14][C:15]1[C:20]([CH2:21][OH:22])=[CH:19][CH:18]=[C:17]([CH3:23])[N:16]=1.[CH3:24][O:25][C:26](=[O:40])[CH2:27][C:28]1[C:32]2[C:33]([CH3:39])=[CH:34][C:35](O)=[C:36]([CH3:37])[C:31]=2[O:30][CH:29]=1.C1CCN(C(N=NC(N2CCCCC2)=O)=O)CC1, predict the reaction product. The product is: [CH3:24][O:25][C:26](=[O:40])[CH2:27][C:28]1[C:32]2[C:33]([CH3:39])=[CH:34][C:35]([O:22][CH2:21][C:20]3[C:15]([CH3:14])=[N:16][C:17]([CH3:23])=[CH:18][CH:19]=3)=[C:36]([CH3:37])[C:31]=2[O:30][CH:29]=1. (6) Given the reactants Br.[NH2:2][C:3]1[C:11]([O:12][CH3:13])=[CH:10][C:9]([Br:14])=[CH:8][C:4]=1[C:5](O)=[O:6].O.[CH:16]([NH2:18])=O, predict the reaction product. The product is: [Br:14][C:9]1[CH:8]=[C:4]2[C:3](=[C:11]([O:12][CH3:13])[CH:10]=1)[N:2]=[CH:16][NH:18][C:5]2=[O:6].